Dataset: Catalyst prediction with 721,799 reactions and 888 catalyst types from USPTO. Task: Predict which catalyst facilitates the given reaction. (1) The catalyst class is: 2. Product: [C:36]([N:22]1[CH2:21][CH2:20][N:19]([C:17]([C@H:14]2[CH2:15][CH2:16][C@H:11]([CH2:10][N:9]3[C:5]4[CH:4]=[C:3]([O:2][CH3:1])[CH:28]=[CH:27][C:6]=4[N:7]([CH3:26])[C:8]3=[O:25])[CH2:12][CH2:13]2)=[O:18])[CH2:24][CH2:23]1)(=[O:38])[CH3:37]. Reactant: [CH3:1][O:2][C:3]1[CH:28]=[CH:27][C:6]2[N:7]([CH3:26])[C:8](=[O:25])[N:9]([CH2:10][C@H:11]3[CH2:16][CH2:15][C@H:14]([C:17]([N:19]4[CH2:24][CH2:23][NH:22][CH2:21][CH2:20]4)=[O:18])[CH2:13][CH2:12]3)[C:5]=2[CH:4]=1.C(N(CC)CC)C.[C:36](Cl)(=[O:38])[CH3:37]. (2) Reactant: [CH2:1]([CH:3]([N:6]1[CH2:11][CH2:10][N:9]([C:12]([C:14]2[CH:21]=[CH:20][C:17]([CH:18]=O)=[CH:16][CH:15]=2)=[O:13])[CH2:8][CH2:7]1)[CH2:4][CH3:5])[CH3:2].[CH2:22]([NH2:29])[C:23]1[CH:28]=[CH:27][CH:26]=[CH:25][CH:24]=1.C(O[BH-](OC(=O)C)OC(=O)C)(=O)C.[Na+].[OH-].[Na+]. Product: [CH2:22]([NH:29][CH2:18][C:17]1[CH:20]=[CH:21][C:14]([C:12]([N:9]2[CH2:10][CH2:11][N:6]([CH:3]([CH2:4][CH3:5])[CH2:1][CH3:2])[CH2:7][CH2:8]2)=[O:13])=[CH:15][CH:16]=1)[C:23]1[CH:28]=[CH:27][CH:26]=[CH:25][CH:24]=1. The catalyst class is: 322. (3) The catalyst class is: 492. Reactant: [CH:1]([C:3]1[CH:4]=[C:5](B(O)O)[CH:6]=[CH:7][CH:8]=1)=[O:2].Br[C:13]1[CH:14]=[C:15]([CH:18]=[CH:19][CH:20]=1)[C:16]#[N:17].C([O-])([O-])=O.[K+].[K+]. Product: [CH:1]([C:3]1[CH:4]=[C:5]([C:13]2[CH:20]=[CH:19][CH:18]=[C:15]([C:16]#[N:17])[CH:14]=2)[CH:6]=[CH:7][CH:8]=1)=[O:2]. (4) Reactant: [CH3:1][O:2][C:3]1[CH:12]=[CH:11][C:10]2[C:5](=[CH:6][N+:7]3[CH2:20][CH2:19][C:18]4[C:13](=[CH:14][C:15]5[O:23][CH2:22][O:21][C:16]=5[CH:17]=4)[C:8]=3[CH:9]=2)[C:4]=1[O:24][CH3:25].[Cl-].[C:27]([Mg]Br)([CH3:29])=[CH2:28]. Product: [C:27]([CH:6]1[N:7]2[CH2:20][CH2:19][C:18]3[C:13]([C:8]2=[CH:9][C:10]2[CH:11]=[CH:12][C:3]([O:2][CH3:1])=[C:4]([O:24][CH3:25])[C:5]1=2)=[CH:14][C:15]1[O:23][CH2:22][O:21][C:16]=1[CH:17]=3)([CH3:29])=[CH2:28]. The catalyst class is: 27. (5) Reactant: [CH3:1][C:2]([CH3:30])([CH2:8][C:9]1[NH:13][C:12]2[CH:14]=[CH:15][C:16]([O:18][CH2:19][C:20]3[CH:29]=[CH:28][C:27]4[C:22](=[CH:23][CH:24]=[CH:25][CH:26]=4)[N:21]=3)=[CH:17][C:11]=2[N:10]=1)[C:3]([O:5]CC)=[O:4].Cl[CH2:32][C:33]1[CH:42]=[CH:41][C:40]2[C:35](=[CH:36][CH:37]=[CH:38][CH:39]=2)[CH:34]=1.C(=O)([O-])[O-].[K+].[K+]. Product: [CH3:1][C:2]([CH3:30])([CH2:8][C:9]1[N:13]([CH2:32][C:33]2[CH:42]=[CH:41][C:40]3[C:35](=[CH:36][CH:37]=[CH:38][CH:39]=3)[CH:34]=2)[C:12]2[CH:14]=[CH:15][C:16]([O:18][CH2:19][C:20]3[CH:29]=[CH:28][C:27]4[C:22](=[CH:23][CH:24]=[CH:25][CH:26]=4)[N:21]=3)=[CH:17][C:11]=2[N:10]=1)[C:3]([OH:5])=[O:4]. The catalyst class is: 3.